From a dataset of Reaction yield outcomes from USPTO patents with 853,638 reactions. Predict the reaction yield, written as a fraction of the theoretical maximum amount of product (1.0 means a 100% yield; for example, 0.34 means a 34% yield). (1) The reactants are CCN=C=NCCCN(C)C.[CH3:12][O:13][C:14]([CH2:16][C@@H:17]([OH:21])[C:18]([OH:20])=O)=[O:15].C1C=CC2N(O)N=NC=2C=1.[N:32]1([C:38]([O:40][CH2:41][C:42]2[CH:47]=[CH:46][CH:45]=[CH:44][CH:43]=2)=[O:39])[CH2:37][CH2:36][NH:35][CH2:34][CH2:33]1.C(N(CC)CC)C. The catalyst is CN(C=O)C.O. The product is [CH2:41]([O:40][C:38]([N:32]1[CH2:37][CH2:36][N:35]([C:18](=[O:20])[C@H:17]([OH:21])[CH2:16][C:14]([O:13][CH3:12])=[O:15])[CH2:34][CH2:33]1)=[O:39])[C:42]1[CH:47]=[CH:46][CH:45]=[CH:44][CH:43]=1. The yield is 0.330. (2) The reactants are [Cl:1][C:2]1[S:6][C:5]([S:7](Cl)(=[O:9])=[O:8])=[CH:4][CH:3]=1.[CH3:11][N:12]1[CH2:17][CH2:16][NH:15][CH2:14][CH2:13]1. The catalyst is N1C=CC=CC=1. The product is [ClH:1].[Cl:1][C:2]1[S:6][C:5]([S:7]([N:15]2[CH2:16][CH2:17][N:12]([CH3:11])[CH2:13][CH2:14]2)(=[O:9])=[O:8])=[CH:4][CH:3]=1. The yield is 0.630. (3) The reactants are [F:1][C:2]([F:7])([F:6])[C:3]([OH:5])=[O:4].[CH3:8][N:9]1[CH:14]=[C:13]([C:15]2[C:24]3[O:23][CH:22]([C:25]4[CH:30]=[CH:29][CH:28]=[CH:27][N:26]=4)[C:21](=[O:31])[NH:20][C:19]=3[CH:18]=[CH:17][CH:16]=2)[C:12]2[CH:32]=[CH:33][N:34](S(C3C=CC(C)=CC=3)(=O)=O)[C:11]=2[C:10]1=[O:45]. The catalyst is C(O)C.[OH-].[Na+].O. The product is [F:1][C:2]([F:7])([F:6])[C:3]([OH:5])=[O:4].[CH3:8][N:9]1[CH:14]=[C:13]([C:15]2[C:24]3[O:23][CH:22]([C:25]4[CH:30]=[CH:29][CH:28]=[CH:27][N:26]=4)[C:21](=[O:31])[NH:20][C:19]=3[CH:18]=[CH:17][CH:16]=2)[C:12]2[CH:32]=[CH:33][NH:34][C:11]=2[C:10]1=[O:45]. The yield is 0.300. (4) The reactants are CC(C)([O-])C.[Na+].[CH3:7][C:8]1([CH3:27])[C:12](=[O:13])[C:11]2[C:14]([CH3:26])=[C:15]([N:20]3[CH2:25][CH2:24][NH:23][CH2:22][CH2:21]3)[C:16]([CH3:19])=[C:17]([CH3:18])[C:10]=2[O:9]1.[C:28](N1CCNCC1)([O:30][C:31]([CH3:34])([CH3:33])[CH3:32])=[O:29].C1C=CC(P(C2C(C3C(P(C4C=CC=CC=4)C4C=CC=CC=4)=CC=C4C=3C=CC=C4)=C3C(C=CC=C3)=CC=2)C2C=CC=CC=2)=CC=1. The catalyst is C(OCC)(=O)C.C([O-])(=O)C.[Pd+2].C([O-])(=O)C.C1(C)C=CC=CC=1. The product is [CH3:7][C:8]1([CH3:27])[C:12](=[O:13])[C:11]2[C:14]([CH3:26])=[C:15]([N:20]3[CH2:21][CH2:22][N:23]([C:28]([O:30][C:31]([CH3:34])([CH3:33])[CH3:32])=[O:29])[CH2:24][CH2:25]3)[C:16]([CH3:19])=[C:17]([CH3:18])[C:10]=2[O:9]1. The yield is 0.530. (5) The product is [F:17][C:16]1[CH:15]=[CH:14][CH:13]=[C:12]2[C:11]=1[C:10]([OH:19])=[N:9][N:8]2[C:3]1[CH:4]=[CH:5][CH:6]=[CH:7][C:2]=1[F:1]. The catalyst is Cl.O.CCO.O. The reactants are [F:1][C:2]1[CH:7]=[CH:6][CH:5]=[CH:4][C:3]=1[NH:8][NH:9][C:10](=[O:19])[C:11]1[C:16]([F:17])=[CH:15][CH:14]=[CH:13][C:12]=1N.N([O-])=O.[Na+]. The yield is 0.950. (6) The reactants are [CH3:1][Mg]Cl.[CH2:4]([C:6]1[C:14]2[C:9](=[CH:10][C:11]([C:15](N(OC)C)=[O:16])=[CH:12][CH:13]=2)[N:8]([CH2:21][O:22][CH2:23][CH2:24][Si:25]([CH3:28])([CH3:27])[CH3:26])[N:7]=1)[CH3:5]. The catalyst is O1CCCC1. The product is [CH2:4]([C:6]1[C:14]2[C:9](=[CH:10][C:11]([C:15](=[O:16])[CH3:1])=[CH:12][CH:13]=2)[N:8]([CH2:21][O:22][CH2:23][CH2:24][Si:25]([CH3:26])([CH3:27])[CH3:28])[N:7]=1)[CH3:5]. The yield is 1.00. (7) The reactants are [CH3:1][NH:2][C:3]1[CH:8]=[CH:7][C:6]([N+:9]([O-:11])=[O:10])=[CH:5][CH:4]=1.[Br:12]Br.C([O-])(O)=O.[Na+]. The catalyst is CC(O)=O.C(Cl)(Cl)Cl. The product is [Br:12][C:4]1[CH:5]=[C:6]([N+:9]([O-:11])=[O:10])[CH:7]=[CH:8][C:3]=1[NH:2][CH3:1].[Br:12][C:4]1[CH:5]=[C:6]([N+:9]([O-:11])=[O:10])[CH:7]=[CH:8][C:3]=1[NH:2][CH3:1]. The yield is 0.990. (8) The reactants are [NH:1]1[CH:5]=[C:4]([B:6]2[O:14][C:11]([CH3:13])([CH3:12])[C:8]([CH3:10])([CH3:9])[O:7]2)[CH:3]=[N:2]1.C(=O)([O-])[O-].[Cs+].[Cs+].CS(O[CH2:26][C:27]([F:30])([F:29])[F:28])(=O)=O. The catalyst is CN(C=O)C. The product is [CH3:12][C:11]1([CH3:13])[C:8]([CH3:9])([CH3:10])[O:7][B:6]([C:4]2[CH:3]=[N:2][N:1]([CH2:26][C:27]([F:30])([F:29])[F:28])[CH:5]=2)[O:14]1. The yield is 0.350.